From a dataset of Full USPTO retrosynthesis dataset with 1.9M reactions from patents (1976-2016). Predict the reactants needed to synthesize the given product. (1) Given the product [NH2:22][CH2:21][CH2:20][C:18]1[N:19]=[C:15]([C:12]2[CH:13]=[CH:14][C:9]([C:7]#[N:8])=[CH:10][CH:11]=2)[O:16][CH:17]=1, predict the reactants needed to synthesize it. The reactants are: C([O-])([O-])=O.[K+].[K+].[C:7]([C:9]1[CH:14]=[CH:13][C:12]([C:15]2[O:16][CH:17]=[C:18]([CH2:20][CH2:21][NH:22]C(=O)C(F)(F)F)[N:19]=2)=[CH:11][CH:10]=1)#[N:8]. (2) Given the product [CH3:21][O:20][C:14]1[CH:13]=[C:12]([C:7]2[C:6](=[O:22])[C:5]3[C:10](=[CH:11][C:2]([O:1][CH2:29][CH:31]4[CH2:32][O:33]4)=[CH:3][CH:4]=3)[O:9][CH:8]=2)[CH:17]=[CH:16][C:15]=1[O:18][CH3:19], predict the reactants needed to synthesize it. The reactants are: [OH:1][C:2]1[CH:11]=[C:10]2[C:5]([C:6](=[O:22])[C:7]([C:12]3[CH:17]=[CH:16][C:15]([O:18][CH3:19])=[C:14]([O:20][CH3:21])[CH:13]=3)=[CH:8][O:9]2)=[CH:4][CH:3]=1.C([O-])([O-])=O.[K+].[K+].[CH2:29]([CH:31]1[O:33][CH2:32]1)Cl.C(#N)C.